From a dataset of Reaction yield outcomes from USPTO patents with 853,638 reactions. Predict the reaction yield, written as a fraction of the theoretical maximum amount of product (1.0 means a 100% yield; for example, 0.34 means a 34% yield). (1) The reactants are Br[C:2]1[CH:3]=[C:4]2[C:9](=[CH:10][CH:11]=1)[CH:8]=[C:7]([O:12][CH2:13][CH2:14][C:15]1[CH:16]=[N:17][CH:18]=[CH:19][CH:20]=1)[CH:6]=[CH:5]2.C([O-])(=O)C.[K+].Br[C:27]1[C:35]2[C:30](=[CH:31][CH:32]=[C:33]([C:36]#[N:37])[CH:34]=2)[N:29]([CH:38]2[CH2:43][CH2:42][CH2:41][CH2:40][O:39]2)[N:28]=1.P([O-])([O-])([O-])=O.[K+].[K+].[K+]. The catalyst is CN(C=O)C.Cl[Pd]Cl. The product is [N:17]1[CH:18]=[CH:19][CH:20]=[C:15]([CH2:14][CH2:13][O:12][C:7]2[CH:8]=[C:9]3[C:4](=[CH:5][CH:6]=2)[CH:3]=[C:2]([C:27]2[C:35]4[C:30](=[CH:31][CH:32]=[C:33]([C:36]#[N:37])[CH:34]=4)[N:29]([CH:38]4[CH2:43][CH2:42][CH2:41][CH2:40][O:39]4)[N:28]=2)[CH:11]=[CH:10]3)[CH:16]=1. The yield is 0.710. (2) The reactants are [ClH:1].[F:2][C:3]1[CH:8]=[CH:7][C:6]([F:9])=[CH:5][C:4]=1[C:10]1[CH:19]=[CH:18][C:17]2[C:12](=[CH:13][CH:14]=[C:15]([O:20]C)[CH:16]=2)[C:11]=1[O:22][C:23]1[CH:37]=[CH:36][C:26]([O:27][CH2:28][CH2:29][N:30]2[CH2:35][CH2:34][CH2:33][CH2:32][CH2:31]2)=[CH:25][CH:24]=1.B(Br)(Br)Br. The catalyst is ClCCl. The product is [ClH:1].[F:2][C:3]1[CH:8]=[CH:7][C:6]([F:9])=[CH:5][C:4]=1[C:10]1[C:11]([O:22][C:23]2[CH:37]=[CH:36][C:26]([O:27][CH2:28][CH2:29][N:30]3[CH2:35][CH2:34][CH2:33][CH2:32][CH2:31]3)=[CH:25][CH:24]=2)=[C:12]2[C:17](=[CH:18][CH:19]=1)[CH:16]=[C:15]([OH:20])[CH:14]=[CH:13]2. The yield is 0.830. (3) The reactants are C([SiH](CC)CC)C.[CH:8]([C@H:10]1[CH2:15][N:14]([C:16]([O:18][C:19]([CH3:22])([CH3:21])[CH3:20])=[O:17])[CH2:13][CH2:12][N:11]1C(OCC1C=CC=CC=1)=O)=[CH2:9]. The catalyst is C(Cl)Cl.CC([O-])=O.CC([O-])=O.[Pd+2].CCN(CC)CC. The product is [CH:8]([C@@H:10]1[NH:11][CH2:12][CH2:13][N:14]([C:16]([O:18][C:19]([CH3:22])([CH3:21])[CH3:20])=[O:17])[CH2:15]1)=[CH2:9]. The yield is 0.780. (4) The reactants are [Si:1](Cl)([C:4](C)(C)C)([CH3:3])[CH3:2].[NH2:9][C:10]1[CH:27]=[CH:26][C:13]([O:14][C:15]2[CH:20]=[CH:19][N:18]=[C:17]([NH:21][CH2:22][CH2:23][CH2:24][OH:25])[N:16]=2)=[CH:12][CH:11]=1.C(N(CC)CC)C. The catalyst is ClCCl. The product is [NH2:9][C:10]1[CH:27]=[CH:26][C:13]([O:14][C:15]2[CH:20]=[CH:19][N:18]=[C:17]([NH:21][CH2:22][CH2:23][CH2:24][O:25][Si:1]([CH3:2])([CH3:3])[CH3:4])[N:16]=2)=[CH:12][CH:11]=1. The yield is 0.770. (5) The yield is 0.570. The reactants are [CH:1]1([CH2:6][CH2:7][CH:8]([CH3:13])[CH2:9][CH:10]=[N:11]O)[CH2:5][CH2:4][CH2:3][CH2:2]1.C(OC(=O)C)(=O)C. The product is [CH:1]1([CH2:6][CH2:7][CH:8]([CH3:13])[CH2:9][C:10]#[N:11])[CH2:5][CH2:4][CH2:3][CH2:2]1. No catalyst specified. (6) The reactants are C[O:2][C:3](=[O:28])[C:4]1[CH:9]=[CH:8][C:7]([NH:10][C:11](=[O:27])[C@@H:12]([C:19]2[CH:24]=[CH:23][C:22]([Cl:25])=[C:21]([Cl:26])[CH:20]=2)[CH2:13][CH:14]2[CH2:18][CH2:17][CH2:16][CH2:15]2)=[N:6][CH:5]=1.Cl. The catalyst is O1CCCC1.O. The product is [CH:14]1([CH2:13][C@H:12]([C:19]2[CH:24]=[CH:23][C:22]([Cl:25])=[C:21]([Cl:26])[CH:20]=2)[C:11]([NH:10][C:7]2[CH:8]=[CH:9][C:4]([C:3]([OH:28])=[O:2])=[CH:5][N:6]=2)=[O:27])[CH2:18][CH2:17][CH2:16][CH2:15]1. The yield is 0.0400. (7) The reactants are I[C:2]1[CH:3]=[C:4]([CH:9]=[CH:10][C:11]=1[CH3:12])[C:5]([O:7][CH3:8])=[O:6].[C:13]([C:15]1[CH:20]=[CH:19][CH:18]=[CH:17][N:16]=1)#[CH:14].C(N(CC)CC)C. The catalyst is C1(C)C=CC=CC=1.[Cu]I.Cl[Pd](Cl)([P](C1C=CC=CC=1)(C1C=CC=CC=1)C1C=CC=CC=1)[P](C1C=CC=CC=1)(C1C=CC=CC=1)C1C=CC=CC=1. The product is [CH3:12][C:11]1[CH:10]=[CH:9][C:4]([C:5]([O:7][CH3:8])=[O:6])=[CH:3][C:2]=1[C:14]#[C:13][C:15]1[CH:20]=[CH:19][CH:18]=[CH:17][N:16]=1. The yield is 0.520. (8) The reactants are [CH3:1][O:2][C:3]([C:5]1[CH:6]=[C:7]2[C:11](=[CH:12][CH:13]=1)[N:10]([CH3:14])[CH:9]=[CH:8]2)=[O:4].[N+:15]([C:18]1[CH:25]=[CH:24][C:21]([CH2:22]Br)=[CH:20][CH:19]=1)([O-:17])=[O:16].O1CCOCC1. The catalyst is CCOCC.C(OCC)(=O)C. The product is [CH3:1][O:2][C:3]([C:5]1[CH:6]=[C:7]2[C:11](=[CH:12][CH:13]=1)[N:10]([CH3:14])[CH:9]=[C:8]2[CH2:22][C:21]1[CH:24]=[CH:25][C:18]([N+:15]([O-:17])=[O:16])=[CH:19][CH:20]=1)=[O:4]. The yield is 0.580. (9) The reactants are [NH2:1][C@@H:2]([C:13]1[NH:14][CH:15]=[C:16]([C:18]2[CH:23]=[CH:22][CH:21]=[CH:20][CH:19]=2)[N:17]=1)[CH2:3][C:4]1[C:12]2[C:7](=[CH:8][CH:9]=[CH:10][CH:11]=2)[NH:6][CH:5]=1.[CH:24](=O)[C:25]1[CH:30]=[CH:29][C:28]([O:31][CH3:32])=[CH:27][CH:26]=1.[BH4-].ClCCl. The catalyst is CO. The product is [CH3:32][O:31][C:28]1[CH:29]=[CH:30][C:25]([CH2:24][NH:1][C@@H:2]([C:13]2[NH:14][CH:15]=[C:16]([C:18]3[CH:23]=[CH:22][CH:21]=[CH:20][CH:19]=3)[N:17]=2)[CH2:3][C:4]2[C:12]3[C:7](=[CH:8][CH:9]=[CH:10][CH:11]=3)[NH:6][CH:5]=2)=[CH:26][CH:27]=1. The yield is 0.760. (10) The reactants are N1C=CC=CC=1.Cl.[CH3:8][NH:9][O:10][CH3:11].[C:12]([C:20]1[CH:28]=[CH:27][CH:26]=[CH:25][C:21]=1[C:22](Cl)=[O:23])(=[O:19])[C:13]1[CH:18]=[CH:17][CH:16]=[CH:15][CH:14]=1.O. The catalyst is ClCCl. The product is [CH3:8][N:9]([C:22](=[O:23])[C:21]1[CH:25]=[CH:26][CH:27]=[CH:28][C:20]=1[C:12](=[O:19])[C:13]1[CH:14]=[CH:15][CH:16]=[CH:17][CH:18]=1)[O:10][CH3:11]. The yield is 0.523.